This data is from Forward reaction prediction with 1.9M reactions from USPTO patents (1976-2016). The task is: Predict the product of the given reaction. (1) Given the reactants [CH3:1][C:2]1[CH:7]=[CH:6][C:5]([C:8](=[O:10])[CH3:9])=[CH:4][CH:3]=1.C1C(=O)N([Br:18])C(=O)C1, predict the reaction product. The product is: [C:8]([C:5]1[CH:6]=[CH:7][C:2]([CH2:1][Br:18])=[CH:3][CH:4]=1)(=[O:10])[CH3:9]. (2) Given the reactants [CH:1]1([NH:7][C:8]([C:10]2[N:11]([CH3:30])[C:12]([C:23]3[CH:28]=[CH:27][C:26]([Cl:29])=[CH:25][CH:24]=3)=[C:13]([C:15]3[CH:20]=[CH:19][C:18]([Cl:21])=[CH:17][C:16]=3[Cl:22])[N:14]=2)=[O:9])[CH2:6][CH2:5][CH2:4][CH2:3][CH2:2]1.CI.[H-].[Na+].[C:35](=O)(O)[O-].[Na+], predict the reaction product. The product is: [CH3:35][N:7]([CH:1]1[CH2:2][CH2:3][CH2:4][CH2:5][CH2:6]1)[C:8]([C:10]1[N:11]([CH3:30])[C:12]([C:23]2[CH:28]=[CH:27][C:26]([Cl:29])=[CH:25][CH:24]=2)=[C:13]([C:15]2[CH:20]=[CH:19][C:18]([Cl:21])=[CH:17][C:16]=2[Cl:22])[N:14]=1)=[O:9].